Dataset: Full USPTO retrosynthesis dataset with 1.9M reactions from patents (1976-2016). Task: Predict the reactants needed to synthesize the given product. (1) Given the product [C:1]([C:5]1[CH:30]=[CH:29][C:8]([C:9]([NH:11][C:12](=[S:28])[NH:13][C:14]2[CH:19]=[CH:18][C:17]([NH:20][C:21](=[O:27])[CH2:22][CH2:23][CH2:24][CH2:25][N:31]3[CH2:36][CH2:35][O:34][CH2:33][CH2:32]3)=[CH:16][CH:15]=2)=[O:10])=[CH:7][CH:6]=1)([CH3:4])([CH3:3])[CH3:2], predict the reactants needed to synthesize it. The reactants are: [C:1]([C:5]1[CH:30]=[CH:29][C:8]([C:9]([NH:11][C:12](=[S:28])[NH:13][C:14]2[CH:19]=[CH:18][C:17]([NH:20][C:21](=[O:27])[CH2:22][CH2:23][CH2:24][CH2:25]Br)=[CH:16][CH:15]=2)=[O:10])=[CH:7][CH:6]=1)([CH3:4])([CH3:3])[CH3:2].[NH:31]1[CH2:36][CH2:35][O:34][CH2:33][CH2:32]1.[I-].[K+]. (2) Given the product [Cl:2][C:3]1[CH:4]=[CH:5][C:6]([O:35][CH2:36][CH:37]([CH3:39])[CH3:38])=[C:7]([CH2:9][N:10]2[C:14]([CH3:15])=[CH:13][C:12]([NH:16][C:17](=[O:18])[C:19]3[CH:28]=[CH:27][C:26]([CH2:48][OH:49])=[CH:21][CH:20]=3)=[N:11]2)[CH:8]=1, predict the reactants needed to synthesize it. The reactants are: Cl.[Cl:2][C:3]1[CH:4]=[CH:5][C:6]([O:35][CH2:36][CH:37]([CH3:39])[CH3:38])=[C:7]([CH2:9][N:10]2[C:14]([CH3:15])=[CH:13][C:12]([NH:16][C:17]([C:19]3[CH:20]=[C:21]4[C:26](=[CH:27][CH:28]=3)CN(C3CCOCC3)CC4)=[O:18])=[N:11]2)[CH:8]=1.[H-].[Al+3].[Li+].[H-].[H-].[H-].C1C[O:49][CH2:48]C1. (3) Given the product [Cl:17][C:15]1[CH:14]=[CH:13][C:12]([CH2:18][CH3:19])=[C:11]([C:5]2[NH:4][CH:20]=[CH:21][C:6]=2[C:7]([O:9][CH3:10])=[O:8])[CH:16]=1, predict the reactants needed to synthesize it. The reactants are: C([N:4]([CH2:20][CH:21](OCC)OCC)[C:5]([C:11]1[CH:16]=[C:15]([Cl:17])[CH:14]=[CH:13][C:12]=1[CH2:18][CH3:19])=[CH:6][C:7]([O:9][CH3:10])=[O:8])(=O)C.[Cl-].[Mg+2].[Cl-]. (4) The reactants are: [CH3:1][C:2]([S:11][C:12]1[CH:17]=[CH:16][C:15]([CH2:18][NH:19][CH2:20][C:21]2[S:22][CH:23]=[CH:24][N:25]=2)=[CH:14][CH:13]=1)([CH3:10])[C:3]([O:5][C:6]([CH3:9])([CH3:8])[CH3:7])=[O:4].CCN(C(C)C)C(C)C.[Cl:35][C:36]1[CH:41]=[C:40](Cl)[N:39]=[CH:38][N:37]=1. Given the product [Cl:35][C:36]1[N:37]=[CH:38][N:39]=[C:40]([N:19]([CH2:18][C:15]2[CH:14]=[CH:13][C:12]([S:11][C:2]([CH3:1])([CH3:10])[C:3]([O:5][C:6]([CH3:7])([CH3:8])[CH3:9])=[O:4])=[CH:17][CH:16]=2)[CH2:20][C:21]2[S:22][CH:23]=[CH:24][N:25]=2)[CH:41]=1, predict the reactants needed to synthesize it.